This data is from Catalyst prediction with 721,799 reactions and 888 catalyst types from USPTO. The task is: Predict which catalyst facilitates the given reaction. (1) Reactant: Br[CH2:2][C:3]([O:5][CH3:6])=[O:4].[CH3:7][NH:8][CH2:9][C:10]1[CH:15]=[CH:14][CH:13]=[CH:12][CH:11]=1.CCN(C(C)C)C(C)C. Product: [CH3:6][O:5][C:3](=[O:4])[CH2:2][N:8]([CH2:9][C:10]1[CH:15]=[CH:14][CH:13]=[CH:12][CH:11]=1)[CH3:7]. The catalyst class is: 2. (2) Reactant: C([O:3][C:4]([C:6]1[CH:7]([C:15]2[CH:20]=[CH:19][C:18]([F:21])=[CH:17][CH:16]=2)[N:8](C)[C:9](=[O:13])[N:10]([CH3:12])[CH:11]=1)=[O:5])C.Cl. Product: [F:21][C:18]1[CH:19]=[CH:20][C:15]([CH:7]2[C:6]([C:4]([OH:5])=[O:3])=[CH:11][N:10]([CH3:12])[C:9](=[O:13])[NH:8]2)=[CH:16][CH:17]=1. The catalyst class is: 273. (3) Product: [Cl:10][C:11]1[CH:12]=[C:13]([C:26]2[N:34]=[C:33]([CH3:35])[N:32]=[C:31]3[C:27]=2[N:28]=[CH:29][NH:30]3)[C:14]([NH:17][C:18]2[CH:19]=[N:20][C:21]([O:24][CH3:25])=[CH:22][CH:23]=2)=[N:15][CH:16]=1. Reactant: N1C=C2C(N=CN2)=NC=1.[Cl:10][C:11]1[CH:12]=[C:13]([C:26]2[N:34]=[C:33]([CH3:35])[N:32]=[C:31]3[C:27]=2[N:28]=[CH:29][N:30]3C2CCCCO2)[C:14]([NH:17][C:18]2[CH:19]=[N:20][C:21]([O:24][CH3:25])=[CH:22][CH:23]=2)=[N:15][CH:16]=1.Cl.[OH-].[Na+]. The catalyst class is: 76. (4) Reactant: [F:1][C:2]1[CH:3]=[C:4]2[C:8](=[C:9]([F:11])[CH:10]=1)[NH:7][CH:6]=[CH:5]2.[CH:12]([Si:15]([CH:20]([CH3:22])[CH3:21])([CH:17]([CH3:19])[CH3:18])Cl)([CH3:14])[CH3:13].[NH4+].[Cl-].CCOCC. Product: [F:1][C:2]1[CH:3]=[C:4]2[C:8](=[C:9]([F:11])[CH:10]=1)[N:7]([Si:15]([CH:20]([CH3:22])[CH3:21])([CH:17]([CH3:19])[CH3:18])[CH:12]([CH3:14])[CH3:13])[CH:6]=[CH:5]2. The catalyst class is: 1. (5) Reactant: [CH3:1][C:2]1[C:7]([N+:8]([O-:10])=[O:9])=[C:6](O)[CH:5]=[CH:4][N:3]=1.P(Br)(Br)([Br:14])=O.ClCCl. Product: [Br:14][C:6]1[CH:5]=[CH:4][N:3]=[C:2]([CH3:1])[C:7]=1[N+:8]([O-:10])=[O:9]. The catalyst class is: 22.